From a dataset of Forward reaction prediction with 1.9M reactions from USPTO patents (1976-2016). Predict the product of the given reaction. (1) Given the reactants C([O:3][C:4](=[O:26])[CH2:5][N:6]1[C:14]2[CH2:13][CH2:12][N:11]([C:15]([O:17][C:18]([CH3:21])([CH3:20])[CH3:19])=[O:16])[CH2:10][C:9]=2[C:8]([C:22]([F:25])([F:24])[F:23])=[N:7]1)C.[OH-].[Na+], predict the reaction product. The product is: [C:18]([O:17][C:15]([N:11]1[CH2:12][CH2:13][C:14]2[N:6]([CH2:5][C:4]([OH:26])=[O:3])[N:7]=[C:8]([C:22]([F:24])([F:25])[F:23])[C:9]=2[CH2:10]1)=[O:16])([CH3:21])([CH3:19])[CH3:20]. (2) Given the reactants C[O:2][C:3]1[CH:4]=[C:5](B(O)O)[CH:6]=[CH:7][C:8]=1[O:9][CH3:10].Br[C:15]1[C:23]2[C:18](=[N:19][CH:20]=[CH:21][CH:22]=2)[NH:17][C:16]=1[CH3:24].CC1(C)C(C)(C)OB(C2C=CC3OCOC=3C=2)O1, predict the reaction product. The product is: [O:9]1[C:8]2[CH:7]=[CH:6][C:5]([C:15]3[C:23]4[C:18](=[N:19][CH:20]=[CH:21][CH:22]=4)[NH:17][C:16]=3[CH3:24])=[CH:4][C:3]=2[O:2][CH2:10]1. (3) Given the reactants Br[C:2]1[CH:3]=[CH:4][C:5]([CH2:8]Cl)=[N:6][CH:7]=1.[OH:10][CH:11]1[CH2:16][CH2:15][N:14]([C:17]([O:19][C:20]([CH3:23])([CH3:22])[CH3:21])=[O:18])[CH2:13][CH2:12]1.CC(C)([O-])C.[K+].[CH3:30][S:31]([C:34]1[CH:39]=[CH:38][C:37](B(O)O)=[CH:36][CH:35]=1)(=[O:33])=[O:32].C([O-])([O-])=O.[K+].[K+], predict the reaction product. The product is: [CH3:30][S:31]([C:34]1[CH:39]=[CH:38][C:37]([C:2]2[CH:3]=[CH:4][C:5]([CH2:8][O:10][CH:11]3[CH2:12][CH2:13][N:14]([C:17]([O:19][C:20]([CH3:23])([CH3:22])[CH3:21])=[O:18])[CH2:15][CH2:16]3)=[N:6][CH:7]=2)=[CH:36][CH:35]=1)(=[O:33])=[O:32]. (4) The product is: [Cl:18][C:19]1[CH:20]=[C:21]([CH:30]=[CH:31][CH:32]=1)[O:22][C@H:23]1[CH2:24][CH2:25][C@H:26]([NH:29][C:15](=[O:17])[CH2:14][CH2:13][CH2:12][C:4]2[NH:3][C:2](=[O:1])[C:11]3[C:6](=[CH:7][CH:8]=[CH:9][CH:10]=3)[N:5]=2)[CH2:27][CH2:28]1. Given the reactants [O:1]=[C:2]1[C:11]2[C:6](=[CH:7][CH:8]=[CH:9][CH:10]=2)[N:5]=[C:4]([CH2:12][CH2:13][CH2:14][C:15]([OH:17])=O)[NH:3]1.[Cl:18][C:19]1[CH:20]=[C:21]([CH:30]=[CH:31][CH:32]=1)[O:22][C@H:23]1[CH2:28][CH2:27][C@H:26]([NH2:29])[CH2:25][CH2:24]1, predict the reaction product.